Dataset: NCI-60 drug combinations with 297,098 pairs across 59 cell lines. Task: Regression. Given two drug SMILES strings and cell line genomic features, predict the synergy score measuring deviation from expected non-interaction effect. (1) Drug 1: CC1=CC=C(C=C1)C2=CC(=NN2C3=CC=C(C=C3)S(=O)(=O)N)C(F)(F)F. Drug 2: CN(CCCl)CCCl.Cl. Cell line: 786-0. Synergy scores: CSS=17.3, Synergy_ZIP=-4.62, Synergy_Bliss=-2.73, Synergy_Loewe=-11.4, Synergy_HSA=-2.07. (2) Drug 1: CN(C)C1=NC(=NC(=N1)N(C)C)N(C)C. Drug 2: C1=CC=C(C=C1)NC(=O)CCCCCCC(=O)NO. Cell line: SNB-19. Synergy scores: CSS=0.276, Synergy_ZIP=0.226, Synergy_Bliss=-3.29, Synergy_Loewe=-6.77, Synergy_HSA=-5.55. (3) Drug 1: CS(=O)(=O)CCNCC1=CC=C(O1)C2=CC3=C(C=C2)N=CN=C3NC4=CC(=C(C=C4)OCC5=CC(=CC=C5)F)Cl. Drug 2: CC12CCC3C(C1CCC2OP(=O)(O)O)CCC4=C3C=CC(=C4)OC(=O)N(CCCl)CCCl.[Na+]. Cell line: M14. Synergy scores: CSS=-0.454, Synergy_ZIP=2.54, Synergy_Bliss=6.98, Synergy_Loewe=-2.47, Synergy_HSA=-2.22. (4) Drug 1: COC1=C(C=C2C(=C1)N=CN=C2NC3=CC(=C(C=C3)F)Cl)OCCCN4CCOCC4. Drug 2: CCC1(CC2CC(C3=C(CCN(C2)C1)C4=CC=CC=C4N3)(C5=C(C=C6C(=C5)C78CCN9C7C(C=CC9)(C(C(C8N6C)(C(=O)OC)O)OC(=O)C)CC)OC)C(=O)OC)O.OS(=O)(=O)O. Cell line: EKVX. Synergy scores: CSS=65.7, Synergy_ZIP=8.53, Synergy_Bliss=7.42, Synergy_Loewe=10.7, Synergy_HSA=11.6. (5) Drug 1: CCN(CC)CCNC(=O)C1=C(NC(=C1C)C=C2C3=C(C=CC(=C3)F)NC2=O)C. Drug 2: C1CN(CCN1C(=O)CCBr)C(=O)CCBr. Cell line: OVCAR-5. Synergy scores: CSS=16.4, Synergy_ZIP=-2.99, Synergy_Bliss=4.78, Synergy_Loewe=6.42, Synergy_HSA=4.08.